Dataset: Blood-brain barrier penetration binary classification data from Martins et al.. Task: Regression/Classification. Given a drug SMILES string, predict its absorption, distribution, metabolism, or excretion properties. Task type varies by dataset: regression for continuous measurements (e.g., permeability, clearance, half-life) or binary classification for categorical outcomes (e.g., BBB penetration, CYP inhibition). Dataset: bbb_martins. (1) The drug is CCO. The result is 1 (penetrates BBB). (2) The molecule is ON1CC(=NCC2CC2)N=c2ccc(Cl)cc2=C1c1ccccc1. The result is 1 (penetrates BBB).